This data is from Forward reaction prediction with 1.9M reactions from USPTO patents (1976-2016). The task is: Predict the product of the given reaction. (1) Given the reactants Cl[C:2]1[C:11]2[O:10][CH2:9][CH2:8][CH2:7][C:6]=2[C:5]([CH3:12])=[C:4]([B:13]2[O:17][C:16]([CH3:19])([CH3:18])[C:15]([CH3:21])([CH3:20])[O:14]2)[CH:3]=1.C([O-])=O.[NH4+], predict the reaction product. The product is: [CH3:18][C:16]1([CH3:19])[C:15]([CH3:20])([CH3:21])[O:14][B:13]([C:4]2[CH:3]=[CH:2][C:11]3[O:10][CH2:9][CH2:8][CH2:7][C:6]=3[C:5]=2[CH3:12])[O:17]1. (2) Given the reactants OC(C)(C)CN1C=C[C:6]([NH:9][C:10](=[O:30])[C@@H:11]([N:16]2[CH2:20][C:19]([O:21][C:22]3[CH:27]=[CH:26][CH:25]=[CH:24][C:23]=3[Cl:28])=[CH:18][C:17]2=[O:29])[CH2:12][CH:13]([CH3:15])[CH3:14])=[N:5]1.Cl.CN(C)CCCN=C=NCC.ON1C2C=CC=CC=2N=N1.[CH3:55][O:56][CH2:57][CH2:58][C:59]1N=C(N)[S:61][N:60]=1, predict the reaction product. The product is: [CH3:55][O:56][CH2:57][CH2:58][C:59]1[N:5]=[C:6]([NH:9][C:10](=[O:30])[C@@H:11]([N:16]2[CH2:20][C:19]([O:21][C:22]3[CH:27]=[CH:26][CH:25]=[CH:24][C:23]=3[Cl:28])=[CH:18][C:17]2=[O:29])[CH2:12][CH:13]([CH3:15])[CH3:14])[S:61][N:60]=1. (3) Given the reactants C1C=C(Cl)C=C(C(OO)=[O:9])C=1.[CH:12]1([NH:15][C:16]([C:18]2[CH:19]=[C:20]([F:39])[C:21]([CH3:38])=[C:22]([C:24]3[CH:37]=[CH:36][C:27]([C:28]([NH:30][CH2:31][C:32]([CH3:35])([CH3:34])[CH3:33])=[O:29])=[CH:26][N:25]=3)[CH:23]=2)=[O:17])[CH2:14][CH2:13]1, predict the reaction product. The product is: [CH:12]1([NH:15][C:16]([C:18]2[CH:19]=[C:20]([F:39])[C:21]([CH3:38])=[C:22]([C:24]3[N+:25]([O-:9])=[CH:26][C:27]([C:28]([NH:30][CH2:31][C:32]([CH3:35])([CH3:34])[CH3:33])=[O:29])=[CH:36][CH:37]=3)[CH:23]=2)=[O:17])[CH2:14][CH2:13]1.